Dataset: Full USPTO retrosynthesis dataset with 1.9M reactions from patents (1976-2016). Task: Predict the reactants needed to synthesize the given product. Given the product [Br:1][C:2]1[CH:3]=[N:4][N:5]([C:7]2[CH:12]=[CH:11][N:10]=[CH:9][C:8]=2[N:13]2[CH2:14][CH2:15][CH:16]([C:19]([N:26]3[CH2:27][CH:24]([F:23])[CH2:25]3)=[O:21])[CH2:17][CH2:18]2)[CH:6]=1, predict the reactants needed to synthesize it. The reactants are: [Br:1][C:2]1[CH:3]=[N:4][N:5]([C:7]2[CH:12]=[CH:11][N:10]=[CH:9][C:8]=2[N:13]2[CH2:18][CH2:17][CH:16]([C:19]([OH:21])=O)[CH2:15][CH2:14]2)[CH:6]=1.Cl.[F:23][CH:24]1[CH2:27][NH:26][CH2:25]1.CN(C(ON1N=NC2C=CC=NC1=2)=[N+](C)C)C.F[P-](F)(F)(F)(F)F.C(N(CC)CC)C.